This data is from Reaction yield outcomes from USPTO patents with 853,638 reactions. The task is: Predict the reaction yield, written as a fraction of the theoretical maximum amount of product (1.0 means a 100% yield; for example, 0.34 means a 34% yield). (1) The reactants are [C:1]([O-:4])(=[O:3])[CH3:2].[NH2+]1CCCCC1.[CH:11](=O)[CH2:12][CH2:13][CH2:14][CH2:15][C:16]#[C:17][CH3:18].C(O)(=O)CC(O)=O.O. The catalyst is CS(C)=O.N1CCCCC1.C(O)(=O)C.CCOCC. The product is [C:1]([OH:4])(=[O:3])[CH2:2]/[CH:18]=[CH:17]/[CH2:16][CH2:15][CH2:14][C:13]#[C:12][CH3:11]. The yield is 0.420. (2) The reactants are [OH:1][CH2:2][C@@H:3]([NH:14][C:15]([O:17]CC1C=CC=CC=1)=O)[CH2:4][N:5]1[CH2:13][CH2:12][CH2:11][C@H:6]1C(OC)=O.[H][H]. The catalyst is CO.[Pd]. The product is [OH:1][CH2:2][C@@H:3]1[CH2:4][N:5]2[CH2:13][CH2:12][CH2:11][C@H:6]2[C:15](=[O:17])[NH:14]1. The yield is 0.850. (3) The reactants are [CH3:1][O:2][C:3]1[C:12]([NH2:13])=[C:11]2[C:6]([CH:7]=[CH:8][CH:9]=[N:10]2)=[CH:5][CH:4]=1.[C:14]1([S:20](Cl)(=[O:22])=[O:21])[CH:19]=[CH:18][CH:17]=[CH:16][CH:15]=1. The catalyst is CN(C1C=CN=CC=1)C. The product is [CH3:1][O:2][C:3]1[C:12]([NH:13][S:20]([C:14]2[CH:19]=[CH:18][CH:17]=[CH:16][CH:15]=2)(=[O:22])=[O:21])=[C:11]2[C:6]([CH:7]=[CH:8][CH:9]=[N:10]2)=[CH:5][CH:4]=1. The yield is 0.330.